Dataset: Forward reaction prediction with 1.9M reactions from USPTO patents (1976-2016). Task: Predict the product of the given reaction. (1) Given the reactants [OH:1][C:2]1[CH:3]=[C:4]2[C:8](=[CH:9][CH:10]=1)[N:7]([CH2:11][CH2:12][CH2:13][O:14][C:15]1[C:24]3[C:19](=[CH:20][CH:21]=[CH:22][CH:23]=3)[CH:18]=[CH:17][CH:16]=1)[C:6]([C:25]([O:27]CC)=[O:26])=[C:5]2[C:30]1[CH:35]=[CH:34][CH:33]=[CH:32][C:31]=1[CH:36]([CH3:38])[CH3:37].[OH-].[Na+].Cl, predict the reaction product. The product is: [OH:1][C:2]1[CH:3]=[C:4]2[C:8](=[CH:9][CH:10]=1)[N:7]([CH2:11][CH2:12][CH2:13][O:14][C:15]1[C:24]3[C:19](=[CH:20][CH:21]=[CH:22][CH:23]=3)[CH:18]=[CH:17][CH:16]=1)[C:6]([C:25]([OH:27])=[O:26])=[C:5]2[C:30]1[CH:35]=[CH:34][CH:33]=[CH:32][C:31]=1[CH:36]([CH3:38])[CH3:37]. (2) Given the reactants [F:1][C:2]([F:23])([F:22])[C:3]1[C:11]2[CH2:10][CH2:9][CH2:8][CH2:7][C:6]=2[N:5]([CH2:12][C:13]2[CH:18]=[C:17]([C:19](O)=[O:20])[CH:16]=[CH:15][N:14]=2)[N:4]=1.CN(C=O)C.[S:29]1[CH:33]=[CH:32][CH:31]=[C:30]1[CH2:34][NH2:35].CN(C(ON1N=NC2C=CC=NC1=2)=[N+](C)C)C.F[P-](F)(F)(F)(F)F.C(=O)([O-])O.[Na+], predict the reaction product. The product is: [S:29]1[CH:33]=[CH:32][CH:31]=[C:30]1[CH2:34][NH:35][C:19]([C:17]1[CH:16]=[CH:15][N:14]=[C:13]([CH2:12][N:5]2[C:6]3[CH2:7][CH2:8][CH2:9][CH2:10][C:11]=3[C:3]([C:2]([F:23])([F:22])[F:1])=[N:4]2)[CH:18]=1)=[O:20]. (3) Given the reactants [Br:1][C:2]1[C:7]([CH3:8])=[CH:6][C:5]([OH:9])=[CH:4][C:3]=1[CH3:10].[CH3:11][C:12]1([O:15][CH2:14]1)[CH3:13].C([O-])([O-])=O.[Cs+].[Cs+], predict the reaction product. The product is: [Br:1][C:2]1[C:7]([CH3:8])=[CH:6][C:5]([O:9][CH2:11][C:12]([CH3:14])([OH:15])[CH3:13])=[CH:4][C:3]=1[CH3:10]. (4) Given the reactants [CH3:1][C:2]1[NH:3][C:4]2[C:9]([CH:10]=1)=[C:8]([C:11]([F:14])([F:13])[F:12])[C:7]([C:15]#[N:16])=[CH:6][CH:5]=2.[Br:17][C:18]1[S:19][CH:20]=[C:21]([CH2:23]Cl)[N:22]=1, predict the reaction product. The product is: [Br:17][C:18]1[S:19][CH:20]=[C:21]([CH2:23][N:3]2[C:4]3[C:9](=[C:8]([C:11]([F:12])([F:14])[F:13])[C:7]([C:15]#[N:16])=[CH:6][CH:5]=3)[CH:10]=[C:2]2[CH3:1])[N:22]=1. (5) Given the reactants C(OC([N:8]1[C:16]2[C:11](=[CH:12][CH:13]=[CH:14][CH:15]=2)[CH:10]=[C:9]1[C:17]1[CH:22]=[CH:21][C:20]([Cl:23])=[C:19]([NH:24][S:25]([C:28]2[CH:33]=[CH:32][CH:31]=[CH:30][CH:29]=2)(=[O:27])=[O:26])[CH:18]=1)=O)(C)(C)C, predict the reaction product. The product is: [Cl:23][C:20]1[CH:21]=[CH:22][C:17]([C:9]2[NH:8][C:16]3[C:11]([CH:10]=2)=[CH:12][CH:13]=[CH:14][CH:15]=3)=[CH:18][C:19]=1[NH:24][S:25]([C:28]1[CH:33]=[CH:32][CH:31]=[CH:30][CH:29]=1)(=[O:27])=[O:26].